From a dataset of Orexin1 receptor HTS with 218,158 compounds and 233 confirmed actives. Binary Classification. Given a drug SMILES string, predict its activity (active/inactive) in a high-throughput screening assay against a specified biological target. (1) The drug is Clc1c(NC(=S)NC2CC2)cc(cc1)C(F)(F)F. The result is 0 (inactive). (2) The drug is FC(F)(F)c1cc([nH]c(=O)c1C#N)c1ccccc1. The result is 0 (inactive). (3) The drug is O=C(NC1CCCCC1)CCC1CCCC1. The result is 0 (inactive). (4) The molecule is S(CC(=O)NCC1OCCC1)c1sc2c(n1)ccc(OCC)c2. The result is 0 (inactive). (5) The compound is N1(CCCCC1)c1nnc(c2c1cccc2)C. The result is 0 (inactive). (6) The molecule is S1(=O)(=O)CC(NC(=O)CSc2nc([nH]n2)c2sccc2)CC1. The result is 0 (inactive).